From a dataset of Reaction yield outcomes from USPTO patents with 853,638 reactions. Predict the reaction yield, written as a fraction of the theoretical maximum amount of product (1.0 means a 100% yield; for example, 0.34 means a 34% yield). (1) The reactants are C([NH:5][S:6]([C:9]1[CH:14]=[CH:13][CH:12]=[C:11]([C:15]2[N:16]=[CH:17][N:18]([C:20]3[N:25]=[C:24]([CH3:26])[CH:23]=[C:22]([C:27]4[CH:32]=[CH:31][C:30]([Cl:33])=[C:29]([Cl:34])[CH:28]=4)[N:21]=3)[CH:19]=2)[CH:10]=1)(=[O:8])=[O:7])(C)(C)C.C(O)(C(F)(F)F)=O. The catalyst is ClCCl. The product is [Cl:34][C:29]1[CH:28]=[C:27]([C:22]2[CH:23]=[C:24]([CH3:26])[N:25]=[C:20]([N:18]3[CH:19]=[C:15]([C:11]4[CH:10]=[C:9]([S:6]([NH2:5])(=[O:8])=[O:7])[CH:14]=[CH:13][CH:12]=4)[N:16]=[CH:17]3)[N:21]=2)[CH:32]=[CH:31][C:30]=1[Cl:33]. The yield is 0.460. (2) The reactants are [Cl:1][C:2]1[CH:11]=[CH:10][C:9]2[C:4](=[C:5](Cl)[C:6]([S:12]([CH3:15])(=[O:14])=[O:13])=[CH:7][N:8]=2)[N:3]=1.Cl.Cl.[CH3:19][N:20]([CH3:28])[C@H:21]1[CH2:26][CH2:25][C@H:24]([NH2:27])[CH2:23][CH2:22]1. No catalyst specified. The product is [Cl:1][C:2]1[N:3]=[C:4]2[C:9](=[CH:10][CH:11]=1)[N:8]=[CH:7][C:6]([S:12]([CH3:15])(=[O:14])=[O:13])=[C:5]2[NH:27][C@H:24]1[CH2:25][CH2:26][C@H:21]([N:20]([CH3:28])[CH3:19])[CH2:22][CH2:23]1. The yield is 0.340. (3) The reactants are Br[C:2]1[CH:3]=[CH:4][CH:5]=[C:6]2[C:11]=1[N:10]=[C:9]([CH3:12])[CH:8]=[C:7]2[NH:13][CH2:14][C:15]1[CH:20]=[CH:19][C:18]([Cl:21])=[C:17]([Cl:22])[CH:16]=1.[NH3:23]. The catalyst is O.O.O.O.O.O.S([O-])([O-])(=O)=O.[Cu+2]. The product is [Cl:22][C:17]1[CH:16]=[C:15]([CH:20]=[CH:19][C:18]=1[Cl:21])[CH2:14][NH:13][C:7]1[C:6]2[C:11](=[C:2]([NH2:23])[CH:3]=[CH:4][CH:5]=2)[N:10]=[C:9]([CH3:12])[CH:8]=1. The yield is 0.520. (4) The reactants are [CH3:1][O:2][C:3]([C:5]1[CH:14]=[C:13]([OH:15])[C:12]2[C:7](=[C:8]([O:17][CH2:18][C:19]3[CH:24]=[CH:23][CH:22]=[CH:21][CH:20]=3)[CH:9]=[C:10](Br)[CH:11]=2)[N:6]=1)=[O:4].COC1C=CC(B(O)O)=CC=1.[Cl:36][C:37]1[CH:38]=[C:39](B(O)O)[CH:40]=[CH:41][C:42]=1[Cl:43]. No catalyst specified. The product is [CH3:1][O:2][C:3]([C:5]1[CH:14]=[C:13]([OH:15])[C:12]2[C:7](=[C:8]([O:17][CH2:18][C:19]3[CH:24]=[CH:23][CH:22]=[CH:21][CH:20]=3)[CH:9]=[C:10]([C:40]3[CH:39]=[CH:38][C:37]([Cl:36])=[C:42]([Cl:43])[CH:41]=3)[CH:11]=2)[N:6]=1)=[O:4]. The yield is 0.500. (5) The reactants are [CH3:1][O:2][C:3]([C:5]1[NH:25][C:8]2=[N:9][CH:10]=[C:11]([NH:13][CH2:14][C:15]3[CH:20]=[C:19]([N+:21]([O-])=O)[CH:18]=[CH:17][C:16]=3[CH3:24])[CH:12]=[C:7]2[CH:6]=1)=[O:4].C[OH:27]. The catalyst is [Pd]. The product is [CH3:1][O:2][C:3]([C:5]1[NH:25][C:8]2=[N:9][CH:10]=[C:11]([NH:13][C:14](=[O:27])[C:15]3[CH:20]=[C:19]([NH2:21])[CH:18]=[CH:17][C:16]=3[CH3:24])[CH:12]=[C:7]2[CH:6]=1)=[O:4]. The yield is 0.810. (6) The reactants are [Cl:1][C:2]1[CH:7]=[C:6]([Cl:8])[CH:5]=[CH:4][C:3]=1[CH2:9][NH2:10].[CH2:11]([O:13][CH:14]([O:19][CH2:20][CH3:21])[C:15](=[NH:18])OC)[CH3:12]. The catalyst is CO. The product is [Cl:1][C:2]1[CH:7]=[C:6]([Cl:8])[CH:5]=[CH:4][C:3]=1[CH2:9][NH:10][C:15](=[NH:18])[CH:14]([O:19][CH2:20][CH3:21])[O:13][CH2:11][CH3:12]. The yield is 0.727.